This data is from Peptide-MHC class I binding affinity with 185,985 pairs from IEDB/IMGT. The task is: Regression. Given a peptide amino acid sequence and an MHC pseudo amino acid sequence, predict their binding affinity value. This is MHC class I binding data. (1) The peptide sequence is MTPENDEEQT. The MHC is HLA-A02:01 with pseudo-sequence HLA-A02:01. The binding affinity (normalized) is 0. (2) The peptide sequence is IFLIITKVF. The MHC is HLA-B08:03 with pseudo-sequence HLA-B08:03. The binding affinity (normalized) is 0.0847. (3) The peptide sequence is GRRGWEALKY. The MHC is HLA-A30:02 with pseudo-sequence HLA-A30:02. The binding affinity (normalized) is 0.315. (4) The MHC is HLA-A01:01 with pseudo-sequence HLA-A01:01. The peptide sequence is KPARGGSSI. The binding affinity (normalized) is 0.0847. (5) The peptide sequence is TPGPGIRYPL. The MHC is HLA-B51:01 with pseudo-sequence HLA-B51:01. The binding affinity (normalized) is 0. (6) The peptide sequence is TYYPQVVLG. The MHC is HLA-A03:01 with pseudo-sequence HLA-A03:01. The binding affinity (normalized) is 0.0847. (7) The peptide sequence is FHHRIRCKL. The MHC is HLA-A02:19 with pseudo-sequence HLA-A02:19. The binding affinity (normalized) is 0.0847. (8) The peptide sequence is DIVGGLFTY. The MHC is HLA-B44:02 with pseudo-sequence HLA-B44:02. The binding affinity (normalized) is 0.0847.